From a dataset of Reaction yield outcomes from USPTO patents with 853,638 reactions. Predict the reaction yield, written as a fraction of the theoretical maximum amount of product (1.0 means a 100% yield; for example, 0.34 means a 34% yield). (1) The reactants are [CH2:1]([C:3]1[C:4](=[O:12])[N:5]=[C:6]2[C:11]=1[CH:10]=[CH:9][CH:8]=[CH:7]2)[CH3:2].[CH2:13]([Li])[CH2:14]CC.CN(C)CCN(C)C.ICC.[NH4+].[Cl-]. The catalyst is C1COCC1. The product is [CH2:1]([C:3]1([CH2:13][CH3:14])[C:11]2[C:6](=[CH:7][CH:8]=[CH:9][CH:10]=2)[NH:5][C:4]1=[O:12])[CH3:2]. The yield is 0.450. (2) The reactants are [CH3:1][NH:2][CH:3]1[CH2:8][CH2:7][N:6]([C:9]([O:11][C:12]([CH3:15])([CH3:14])[CH3:13])=[O:10])[CH2:5][CH2:4]1.Br[C:17]1[CH:22]=[CH:21][CH:20]=[CH:19][N:18]=1.C(N(CC)C(C)C)(C)C.C(=O)([O-])[O-].[K+].[K+]. No catalyst specified. The product is [CH3:1][N:2]([C:17]1[CH:22]=[CH:21][CH:20]=[CH:19][N:18]=1)[CH:3]1[CH2:8][CH2:7][N:6]([C:9]([O:11][C:12]([CH3:15])([CH3:14])[CH3:13])=[O:10])[CH2:5][CH2:4]1. The yield is 0.240.